From a dataset of Forward reaction prediction with 1.9M reactions from USPTO patents (1976-2016). Predict the product of the given reaction. Given the reactants [CH3:1][CH2:2][C:3]([C:6]([O:8][C@@H:9]1[C@@H:14]2[C@@H:15]([CH2:20][CH2:21][C@H:22]3[O:28][C:26](=[O:27])[CH2:25][C@H:24]([OH:29])[CH2:23]3)[C@@H:16]([CH3:19])[CH:17]=[CH:18][C:13]2=[CH:12][C@H:11]([CH3:30])[CH2:10]1)=[O:7])([CH3:5])[CH3:4].[OH-].[Ca+2:32].[OH-], predict the reaction product. The product is: [CH3:1][CH2:2][C:3]([C:6]([O:8][C@@H:9]1[C@@H:14]2[C@@H:15]([CH2:20][CH2:21][C@H:22]3[O:28][C:26](=[O:27])[CH2:25][C@H:24]([OH:29])[CH2:23]3)[C@@H:16]([CH3:19])[CH:17]=[CH:18][C:13]2=[CH:12][C@H:11]([CH3:30])[CH2:10]1)=[O:7])([CH3:5])[CH3:4].[Ca:32].